Dataset: Forward reaction prediction with 1.9M reactions from USPTO patents (1976-2016). Task: Predict the product of the given reaction. (1) Given the reactants [CH3:1][NH:2][C:3]([C:5]1[CH:10]=[C:9]([O:11][C:12]2[CH:17]=[CH:16][C:15]([NH2:18])=[CH:14][CH:13]=2)[CH:8]=[CH:7][N:6]=1)=[O:4].N[C:20]1C=CC(O)=CC=1, predict the reaction product. The product is: [CH3:1][NH:2][C:3]([C:5]1[CH:10]=[C:9]([O:11][C:12]2[CH:17]=[CH:16][C:15]([NH2:18])=[CH:14][C:13]=2[CH3:20])[CH:8]=[CH:7][N:6]=1)=[O:4]. (2) Given the reactants [N-:1]=[N+]=[N-].[Na+].[NH2:5][C:6]1[CH:7]=[C:8]2[C:13](=[CH:14][CH:15]=1)[C:12](=[O:16])[CH2:11][CH2:10][CH2:9]2.C(=O)([O-])[O-].[K+].[K+], predict the reaction product. The product is: [NH2:5][C:6]1[CH:15]=[CH:14][C:13]2[C:12](=[O:16])[NH:1][CH2:11][CH2:10][CH2:9][C:8]=2[CH:7]=1. (3) Given the reactants [NH:1]1[C:9]2[C:4](=[CH:5][CH:6]=[C:7]([C:10]([N:12]3[CH2:17][CH2:16][O:15][CH2:14][CH2:13]3)=[O:11])[CH:8]=2)[CH:3]=[CH:2]1.[F:18][C:19]1[CH:24]=[CH:23][CH:22]=[CH:21][C:20]=1/[CH:25]=[CH:26]/[N+:27]([O-:29])=[O:28], predict the reaction product. The product is: [F:18][C:19]1[CH:24]=[CH:23][CH:22]=[CH:21][C:20]=1[CH:25]([C:3]1[C:4]2[C:9](=[CH:8][C:7]([C:10]([N:12]3[CH2:17][CH2:16][O:15][CH2:14][CH2:13]3)=[O:11])=[CH:6][CH:5]=2)[NH:1][CH:2]=1)[CH2:26][N+:27]([O-:29])=[O:28]. (4) Given the reactants [ClH:1].[NH2:2][C:3]1[C:12]2[N:13]=[C:14]3[CH2:20][N:19](C(OC(C)(C)C)=O)[CH2:18][CH2:17][CH2:16][N:15]3[C:11]=2[C:10]2[C:5](=[CH:6][C:7]([O:28][CH2:29][C:30]3[CH:35]=[CH:34][CH:33]=[CH:32][CH:31]=3)=[CH:8][CH:9]=2)[N:4]=1.C(OCC)C, predict the reaction product. The product is: [ClH:1].[ClH:1].[CH2:29]([O:28][C:7]1[CH:6]=[C:5]2[C:10]([C:11]3[N:15]4[CH2:16][CH2:17][CH2:18][NH:19][CH2:20][C:14]4=[N:13][C:12]=3[C:3]([NH2:2])=[N:4]2)=[CH:9][CH:8]=1)[C:30]1[CH:31]=[CH:32][CH:33]=[CH:34][CH:35]=1.